From a dataset of Full USPTO retrosynthesis dataset with 1.9M reactions from patents (1976-2016). Predict the reactants needed to synthesize the given product. (1) Given the product [CH2:1]([CH:3]1[CH2:4][CH:5]([NH:13][C:16](=[O:26])[O:43][CH2:36][C:37]2[CH:42]=[CH:41][CH:40]=[CH:39][CH:38]=2)[CH2:6]1)[CH3:2], predict the reactants needed to synthesize it. The reactants are: [CH2:1]([CH:3]1[CH2:6][CH:5](C(O)=O)[CH2:4]1)[CH3:2].C([N:13]([CH:16](C)C)CC)(C)C.C1(P(N=[N+]=[N-])(C2C=CC=CC=2)=[O:26])C=CC=CC=1.[CH2:36]([OH:43])[C:37]1[CH:42]=[CH:41][CH:40]=[CH:39][CH:38]=1.[OH-].[Na+]. (2) Given the product [CH3:12][O:13][C:14]([C:16]1([O:20][C:21]2[CH:26]=[CH:25][C:24]([Cl:27])=[CH:23][C:22]=2/[CH:28]=[C:6]2\[C:7](=[O:11])[NH:8][C:9]3[C:5]\2=[CH:4][CH:3]=[C:2]([Cl:1])[CH:10]=3)[CH2:19][CH2:18][CH2:17]1)=[O:15], predict the reactants needed to synthesize it. The reactants are: [Cl:1][C:2]1[CH:10]=[C:9]2[C:5]([CH2:6][C:7](=[O:11])[NH:8]2)=[CH:4][CH:3]=1.[CH3:12][O:13][C:14]([C:16]1([O:20][C:21]2[CH:26]=[CH:25][C:24]([Cl:27])=[CH:23][C:22]=2[CH:28]=O)[CH2:19][CH2:18][CH2:17]1)=[O:15].N1CCCC1. (3) Given the product [CH2:1]([S:3]([NH:7][CH2:8][CH2:9][CH2:10][CH2:11][CH2:12][CH2:13][CH2:14][C:15]([OH:17])=[O:16])(=[O:5])=[O:4])[CH3:2], predict the reactants needed to synthesize it. The reactants are: [CH2:1]([S:3](Cl)(=[O:5])=[O:4])[CH3:2].[NH2:7][CH2:8][CH2:9][CH2:10][CH2:11][CH2:12][CH2:13][CH2:14][C:15]([OH:17])=[O:16]. (4) Given the product [C:1]([N:5]1[C:9]([C:10]2[CH:15]=[CH:14][C:13]([Cl:16])=[CH:12][CH:11]=2)=[CH:8][C:7]([CH2:17][CH2:18][CH2:19][N:32]2[CH2:31][CH2:30][N:29]([CH:28]([C:35]3[CH:40]=[CH:39][C:38]([F:41])=[CH:37][CH:36]=3)[C:25]3[CH:24]=[CH:23][C:22]([F:21])=[CH:27][CH:26]=3)[CH2:34][CH2:33]2)=[N:6]1)([CH3:4])([CH3:3])[CH3:2], predict the reactants needed to synthesize it. The reactants are: [C:1]([N:5]1[C:9]([C:10]2[CH:15]=[CH:14][C:13]([Cl:16])=[CH:12][CH:11]=2)=[CH:8][C:7]([CH2:17][CH2:18][CH:19]=O)=[N:6]1)([CH3:4])([CH3:3])[CH3:2].[F:21][C:22]1[CH:27]=[CH:26][C:25]([CH:28]([C:35]2[CH:40]=[CH:39][C:38]([F:41])=[CH:37][CH:36]=2)[N:29]2[CH2:34][CH2:33][NH:32][CH2:31][CH2:30]2)=[CH:24][CH:23]=1.CCN(C(C)C)C(C)C.[BH-](OC(C)=O)(OC(C)=O)OC(C)=O.[Na+]. (5) Given the product [F:13][C:14]1[CH:21]=[CH:20][CH:19]=[CH:18][C:15]=1[CH2:16][C:2]1[CH:3]=[C:4]([CH:9]=[CH:10][N:11]=1)[C:5]([O:7][CH3:8])=[O:6], predict the reactants needed to synthesize it. The reactants are: Cl[C:2]1[CH:3]=[C:4]([CH:9]=[CH:10][N:11]=1)[C:5]([O:7][CH3:8])=[O:6].[Cl-].[F:13][C:14]1[CH:21]=[CH:20][CH:19]=[CH:18][C:15]=1[CH2:16][Zn+]. (6) Given the product [CH3:67][C:68]1([CH2:71][O:1][C:2]2[CH:7]=[CH:6][C:5]([C:8]3([C:11]([N:13]4[CH2:17][CH2:16][C:15]5([C:25]6[CH:24]=[CH:23][N:22]=[CH:21][C:20]=6[C:19](=[O:26])[O:18]5)[CH2:14]4)=[O:12])[CH2:10][CH2:9]3)=[CH:4][CH:3]=2)[CH2:70][CH2:69]1, predict the reactants needed to synthesize it. The reactants are: [OH:1][C:2]1[CH:7]=[CH:6][C:5]([C:8]2([C:11]([N:13]3[CH2:17][CH2:16][C:15]4([C:25]5[CH:24]=[CH:23][N:22]=[CH:21][C:20]=5[C:19](=[O:26])[O:18]4)[CH2:14]3)=[O:12])[CH2:10][CH2:9]2)=[CH:4][CH:3]=1.C(N(CC)CC)C.C1(P(C2C=CC=CC=2)C2C=CC=CC=2)C=CC=CC=1.N(C(OC(C)C)=O)=NC(OC(C)C)=O.[CH3:67][C:68]1([CH2:71]O)[CH2:70][CH2:69]1.